Dataset: Catalyst prediction with 721,799 reactions and 888 catalyst types from USPTO. Task: Predict which catalyst facilitates the given reaction. Reactant: [CH:1]1([CH2:4][C:5](=O)[CH3:6])[CH2:3][CH2:2]1.[NH3:8].[Cl-].[NH4+:10].[C-:11]#N.[K+]. Product: [NH2:8][C:5]([CH3:6])([CH2:4][CH:1]1[CH2:3][CH2:2]1)[C:11]#[N:10]. The catalyst class is: 8.